The task is: Predict the reactants needed to synthesize the given product.. This data is from Full USPTO retrosynthesis dataset with 1.9M reactions from patents (1976-2016). (1) The reactants are: [CH:1]([N:4]1[C:8]2[N:9]=[C:10]([C@H:14]3[C@H:18]([CH3:19])[CH2:17][NH:16][CH2:15]3)[NH:11][C:12](=[O:13])[C:7]=2[CH:6]=[N:5]1)([CH3:3])[CH3:2].[CH3:20][C:21]1[N:22]=[CH:23][C:24]([CH:27]=O)=[N:25][CH:26]=1. Given the product [CH:1]([N:4]1[C:8]2[N:9]=[C:10]([C@H:14]3[C@H:18]([CH3:19])[CH2:17][N:16]([CH2:20][C:21]4[CH:26]=[N:25][C:24]([CH3:27])=[CH:23][N:22]=4)[CH2:15]3)[NH:11][C:12](=[O:13])[C:7]=2[CH:6]=[N:5]1)([CH3:3])[CH3:2], predict the reactants needed to synthesize it. (2) Given the product [NH2:20][C@@H:18]1[CH2:19][C@H:17]1[C:14]1[CH:13]=[CH:12][C:11]([NH:10][C:6]2[CH:5]=[C:4]([CH:9]=[CH:8][CH:7]=2)[C:2]#[N:3])=[N:16][CH:15]=1, predict the reactants needed to synthesize it. The reactants are: Cl.[C:2]([C:4]1[CH:5]=[C:6]([NH:10][C:11]2[N:16]=[CH:15][C:14]([C@@H:17]3[CH2:19][C@H:18]3[NH:20]C(=O)OC(C)(C)C)=[CH:13][CH:12]=2)[CH:7]=[CH:8][CH:9]=1)#[N:3]. (3) The reactants are: [CH3:1][C:2]1[CH:3]=[CH:4][C:5]([C:18]([NH:20][C:21]2[CH:26]=[CH:25][C:24]([NH:27][CH2:28][CH2:29][C:30]3[N:35]=[C:34]([NH:36]C(=O)OC(C)(C)C)[CH:33]=[CH:32][CH:31]=3)=[CH:23][CH:22]=2)=[O:19])=[C:6]([C:8]2[CH:13]=[CH:12][C:11]([C:14]([F:17])([F:16])[F:15])=[CH:10][CH:9]=2)[CH:7]=1.FC(F)(F)C(O)=O. Given the product [NH2:36][C:34]1[N:35]=[C:30]([CH2:29][CH2:28][NH:27][C:24]2[CH:23]=[CH:22][C:21]([NH:20][C:18]([C:5]3[C:6]([C:8]4[CH:9]=[CH:10][C:11]([C:14]([F:17])([F:15])[F:16])=[CH:12][CH:13]=4)=[CH:7][C:2]([CH3:1])=[CH:3][CH:4]=3)=[O:19])=[CH:26][CH:25]=2)[CH:31]=[CH:32][CH:33]=1, predict the reactants needed to synthesize it. (4) Given the product [NH2:1][C:2]1[C:7]([CH2:8][OH:9])=[C:6]([NH:10][CH:11]([C:13]2[CH:14]=[C:15]3[N:20]([C:21]=2[C:22]2[CH:27]=[CH:26][CH:25]=[CH:24][N:23]=2)[CH:19]=[CH:18][CH:17]=[CH:16]3)[CH3:12])[N:5]=[CH:4][N:3]=1, predict the reactants needed to synthesize it. The reactants are: [NH2:1][C:2]1[C:7]([CH:8]=[O:9])=[C:6]([NH:10][CH:11]([C:13]2[CH:14]=[C:15]3[N:20]([C:21]=2[C:22]2[CH:27]=[CH:26][CH:25]=[CH:24][N:23]=2)[CH:19]=[CH:18][CH:17]=[CH:16]3)[CH3:12])[N:5]=[CH:4][N:3]=1.[BH4-].[Na+]. (5) Given the product [CH3:1][O:2][C:3](=[O:8])[CH:4]([NH:7][C:9]([O:10][C:11]([CH3:14])([CH3:13])[CH3:12])=[O:15])[CH2:5][OH:6], predict the reactants needed to synthesize it. The reactants are: [CH3:1][O:2][C:3](=[O:8])[CH:4]([NH2:7])[CH2:5][OH:6].[C:9](O[C:9]([O:10][C:11]([CH3:14])([CH3:13])[CH3:12])=[O:15])(=[O:15])[O:10][C:11]([CH3:14])([CH3:13])[CH3:12].C(N(CC)CC)C.[NH4+].[Cl-].